From a dataset of Forward reaction prediction with 1.9M reactions from USPTO patents (1976-2016). Predict the product of the given reaction. (1) Given the reactants [CH3:1][O:2][C:3]1[CH:4]=[C:5]2[C:8](=[CH:9][C:10]=1[O:11][CH3:12])[C@@H:7]([CH2:13][NH2:14])[CH2:6]2.C(=O)([O-])[O-].[K+].[K+].[CH2:21](Br)[CH:22]=[CH2:23], predict the reaction product. The product is: [CH3:1][O:2][C:3]1[CH:4]=[C:5]2[C:8](=[CH:9][C:10]=1[O:11][CH3:12])[C@@H:7]([CH2:13][NH:14][CH2:23][CH:22]=[CH2:21])[CH2:6]2. (2) Given the reactants O=C1C2C(=CC=CC=2)C(=O)[N:3]1[CH:12]1[CH2:33][C:15]2[N:16]([CH2:25][C:26]3[CH:31]=[CH:30][CH:29]=[C:28]([F:32])[N:27]=3)[C:17]3[CH:18]=[CH:19][C:20]([C:23]#[N:24])=[CH:21][C:22]=3[C:14]=2[CH2:13]1.O.NN, predict the reaction product. The product is: [NH2:3][CH:12]1[CH2:33][C:15]2[N:16]([CH2:25][C:26]3[CH:31]=[CH:30][CH:29]=[C:28]([F:32])[N:27]=3)[C:17]3[CH:18]=[CH:19][C:20]([C:23]#[N:24])=[CH:21][C:22]=3[C:14]=2[CH2:13]1. (3) The product is: [Cl:19][C:17]1[CH:18]=[C:13]([NH:11][C:9]2[CH:10]=[C:4]3[CH2:3][N:2]([CH3:1])[CH2:7][CH2:6][N:5]3[N:8]=2)[C:14](=[O:21])[N:15]([CH3:20])[N:16]=1. Given the reactants [CH3:1][N:2]1[CH2:7][CH2:6][N:5]2[N:8]=[C:9]([NH2:11])[CH:10]=[C:4]2[CH2:3]1.Br[C:13]1[C:14](=[O:21])[N:15]([CH3:20])[N:16]=[C:17]([Cl:19])[CH:18]=1.C(=O)([O-])[O-].[Cs+].[Cs+].CC1(C)C2C(=C(P(C3C=CC=CC=3)C3C=CC=CC=3)C=CC=2)OC2C(P(C3C=CC=CC=3)C3C=CC=CC=3)=CC=CC1=2, predict the reaction product. (4) Given the reactants I[C:2]1[CH:10]=[C:9]2[C:5]([CH:6]=[N:7][NH:8]2)=[CH:4][CH:3]=1.[CH2:11]([NH:13][C:14]([C:16]1[CH:17]=[C:18]([F:26])[C:19]([CH3:25])=[C:20](B(O)O)[CH:21]=1)=[O:15])[CH3:12].C(=O)([O-])O.[Na+].O, predict the reaction product. The product is: [CH2:11]([NH:13][C:14](=[O:15])[C:16]1[CH:21]=[C:20]([C:2]2[CH:10]=[C:9]3[C:5]([CH:6]=[N:7][NH:8]3)=[CH:4][CH:3]=2)[C:19]([CH3:25])=[C:18]([F:26])[CH:17]=1)[CH3:12]. (5) Given the reactants Br[C:2]1[CH:3]=[N:4][CH:5]=[C:6]([CH:9]=1)[C:7]#[N:8].[CH:10]([C:12]1[CH:13]=[C:14](B(O)O)[CH:15]=[CH:16][CH:17]=1)=[O:11], predict the reaction product. The product is: [CH:10]([C:12]1[CH:17]=[C:16]([C:2]2[CH:9]=[C:6]([C:7]#[N:8])[CH:5]=[N:4][CH:3]=2)[CH:15]=[CH:14][CH:13]=1)=[O:11].